Dataset: Full USPTO retrosynthesis dataset with 1.9M reactions from patents (1976-2016). Task: Predict the reactants needed to synthesize the given product. (1) Given the product [C:23]([NH:2][C:3]1[CH:8]=[CH:7][CH:6]=[CH:5][C:4]=1[CH2:9][CH2:10][CH2:11][C:12]([O:14][CH3:15])=[O:13])(=[O:25])[CH3:24], predict the reactants needed to synthesize it. The reactants are: Cl.[NH2:2][C:3]1[CH:8]=[CH:7][CH:6]=[CH:5][C:4]=1[CH2:9][CH2:10][CH2:11][C:12]([O:14][CH3:15])=[O:13].C(N(CC)CC)C.[C:23](Cl)(=[O:25])[CH3:24].Cl. (2) Given the product [C:17]([O:16][C:14]([N:6]1[CH2:7][CH2:8][NH:3][CH:4]([C:9]([OH:11])=[O:10])[CH2:5]1)=[O:15])([CH3:20])([CH3:19])[CH3:18], predict the reactants needed to synthesize it. The reactants are: Cl.Cl.[NH:3]1[CH2:8][CH2:7][NH:6][CH2:5][CH:4]1[C:9]([OH:11])=[O:10].[OH-].[Na+].[C:14](OC([O-])=O)([O:16][C:17]([CH3:20])([CH3:19])[CH3:18])=[O:15].Cl.